Dataset: Peptide-MHC class I binding affinity with 185,985 pairs from IEDB/IMGT. Task: Regression. Given a peptide amino acid sequence and an MHC pseudo amino acid sequence, predict their binding affinity value. This is MHC class I binding data. (1) The peptide sequence is LCACVVDVW. The MHC is Mamu-B17 with pseudo-sequence Mamu-B17. The binding affinity (normalized) is 0.423. (2) The peptide sequence is VMMSAPPAEY. The MHC is Mamu-B01 with pseudo-sequence YHSMYREKAGNTDENIAYLMHYRYTWAVRAYRWY. The binding affinity (normalized) is 0. (3) The MHC is HLA-B15:17 with pseudo-sequence HLA-B15:17. The binding affinity (normalized) is 0.0847. The peptide sequence is LPVFATIGL. (4) The peptide sequence is KQLEWKWGI. The MHC is HLA-A02:12 with pseudo-sequence HLA-A02:12. The binding affinity (normalized) is 1.00. (5) The peptide sequence is MFKKRNLTI. The MHC is HLA-B08:01 with pseudo-sequence HLA-B08:01. The binding affinity (normalized) is 0.745.